This data is from Forward reaction prediction with 1.9M reactions from USPTO patents (1976-2016). The task is: Predict the product of the given reaction. (1) Given the reactants [NH2:1][C:2]1[CH:7]=[CH:6][C:5]([C:8]2[C:16]3[C:11](=[N:12][CH:13]=[CH:14][CH:15]=3)[NH:10][C:9]=2[C:17]([NH2:19])=[O:18])=[CH:4][CH:3]=1.[CH3:20][O:21][C:22]1[CH:27]=[CH:26][C:25]([CH3:28])=[CH:24][C:23]=1[N:29]=[C:30]=[O:31], predict the reaction product. The product is: [CH3:20][O:21][C:22]1[CH:27]=[CH:26][C:25]([CH3:28])=[CH:24][C:23]=1[NH:29][C:30](=[O:31])[NH:1][C:2]1[CH:3]=[CH:4][C:5]([C:8]2[C:16]3[C:11](=[N:12][CH:13]=[CH:14][CH:15]=3)[NH:10][C:9]=2[C:17]([NH2:19])=[O:18])=[CH:6][CH:7]=1. (2) Given the reactants C([O:8][C:9]([CH2:11][N:12]1[CH2:23][CH2:22][N:21]([CH2:24][C:25]([O:27][C:28]([CH3:31])([CH3:30])[CH3:29])=[O:26])[CH2:20][CH2:19][N:18]([CH2:32][C:33]([O:35]CC2C=CC=CC=2)=[O:34])[CH2:17][CH2:16][N:15]([CH2:43][C:44]([O:46][C:47]([CH3:50])([CH3:49])[CH3:48])=[O:45])[CH2:14][CH2:13]1)=[O:10])C1C=CC=CC=1, predict the reaction product. The product is: [C:28]([O:27][C:25]([CH2:24][N:21]1[CH2:20][CH2:19][N:18]([CH2:32][C:33]([OH:35])=[O:34])[CH2:17][CH2:16][N:15]([CH2:43][C:44]([O:46][C:47]([CH3:49])([CH3:48])[CH3:50])=[O:45])[CH2:14][CH2:13][N:12]([CH2:11][C:9]([OH:10])=[O:8])[CH2:23][CH2:22]1)=[O:26])([CH3:31])([CH3:29])[CH3:30]. (3) Given the reactants [F:1][C:2]1[CH:26]=[CH:25][C:5]([CH2:6][N:7]2[C:15]3[C:10](=[N:11][CH:12]=[CH:13][CH:14]=3)[C:9]([C:16]([NH:18][CH:19]3[CH2:24][CH2:23][NH:22][CH2:21][CH2:20]3)=[O:17])=[CH:8]2)=[CH:4][CH:3]=1.C=O.[C:29](O[BH-](OC(=O)C)OC(=O)C)(=O)C.[Na+], predict the reaction product. The product is: [F:1][C:2]1[CH:26]=[CH:25][C:5]([CH2:6][N:7]2[C:15]3[C:10](=[N:11][CH:12]=[CH:13][CH:14]=3)[C:9]([C:16]([NH:18][CH:19]3[CH2:24][CH2:23][N:22]([CH3:29])[CH2:21][CH2:20]3)=[O:17])=[CH:8]2)=[CH:4][CH:3]=1. (4) Given the reactants [CH3:1][C:2]1[C:11]([C:12]([O:14][CH3:15])=[O:13])=[CH:10][N:9]2[C:3]=1[C:4]([NH:6][CH2:7][NH:8]2)=O.P(Cl)(Cl)([Cl:18])=O.CCN(C(C)C)C(C)C, predict the reaction product. The product is: [CH3:1][C:2]1[C:11]([C:12]([O:14][CH3:15])=[O:13])=[CH:10][N:9]2[C:3]=1[C:4]([Cl:18])=[N:6][CH:7]=[N:8]2. (5) Given the reactants [CH2:1]([N:8]([CH2:27][C:28]1[CH:33]=[CH:32][C:31]([NH:34][C:35]([NH:37][C:38]2[CH:43]=[CH:42][C:41]([CH3:44])=[CH:40][CH:39]=2)=[O:36])=[CH:30][CH:29]=1)[CH2:9][C:10]1[CH:15]=[CH:14][C:13]([NH:16][C:17]([NH:19][C:20]2[CH:25]=[CH:24][C:23]([CH3:26])=[CH:22][CH:21]=2)=[O:18])=[CH:12][CH:11]=1)[C:2]1[CH:7]=[CH:6][CH:5]=[CH:4][CH:3]=1.[CH3:45][S:46]([OH:49])(=[O:48])=[O:47], predict the reaction product. The product is: [CH3:45][S:46]([O-:49])(=[O:48])=[O:47].[CH2:1]([NH+:8]([CH2:27][C:28]1[CH:33]=[CH:32][C:31]([NH:34][C:35]([NH:37][C:38]2[CH:43]=[CH:42][C:41]([CH3:44])=[CH:40][CH:39]=2)=[O:36])=[CH:30][CH:29]=1)[CH2:9][C:10]1[CH:11]=[CH:12][C:13]([NH:16][C:17]([NH:19][C:20]2[CH:25]=[CH:24][C:23]([CH3:26])=[CH:22][CH:21]=2)=[O:18])=[CH:14][CH:15]=1)[C:2]1[CH:3]=[CH:4][CH:5]=[CH:6][CH:7]=1.